From a dataset of Reaction yield outcomes from USPTO patents with 853,638 reactions. Predict the reaction yield, written as a fraction of the theoretical maximum amount of product (1.0 means a 100% yield; for example, 0.34 means a 34% yield). (1) The reactants are [CH2:1]([O:8][CH2:9][CH2:10][CH:11]1[CH2:20][CH2:19][C:14]2(OCC[O:15]2)[CH2:13][CH2:12]1)[C:2]1[CH:7]=[CH:6][CH:5]=[CH:4][CH:3]=1.Cl. The catalyst is C(#N)C. The product is [CH2:1]([O:8][CH2:9][CH2:10][CH:11]1[CH2:12][CH2:13][C:14](=[O:15])[CH2:19][CH2:20]1)[C:2]1[CH:7]=[CH:6][CH:5]=[CH:4][CH:3]=1. The yield is 0.955. (2) The yield is 0.760. The product is [F:7][C:14]1[CH:15]=[C:10]([O:9][CH3:8])[C:11]([N+:18]([O-:20])=[O:19])=[CH:12][C:13]=1[CH3:17]. The catalyst is N1C=CC=CC=1. The reactants are C1C=CN=CC=1.[FH:7].[CH3:8][O:9][C:10]1[C:11]([N+:18]([O-:20])=[O:19])=[CH:12][C:13]([CH3:17])=[C:14](N)[CH:15]=1.N([O-])=O.[Na+]. (3) The reactants are [NH2:1][C:2]1[CH:34]=[CH:33][C:5]([C:6]([NH:8][C@H:9]2[CH2:14][C@@H:13]([F:15])[CH2:12][C@@H:11]([NH:16][C:17]3[N:22]=[C:21]([C:23]4[C:31]5[C:26](=[CH:27][CH:28]=[CH:29][CH:30]=5)[NH:25][CH:24]=4)[C:20]([Cl:32])=[CH:19][N:18]=3)[CH2:10]2)=[O:7])=[CH:4][CH:3]=1.C[CH2:36][N:37]([CH:41]([CH3:43])C)[CH:38](C)C.BrC/C=[CH:47]/[C:48](Cl)=[O:49].C(Cl)Cl.CNC.C1COCC1. The catalyst is CN1C(=O)CCC1.C1COCC1. The product is [Cl:32][C:20]1[C:21]([C:23]2[C:31]3[C:26](=[CH:27][CH:28]=[CH:29][CH:30]=3)[NH:25][CH:24]=2)=[N:22][C:17]([NH:16][C@@H:11]2[CH2:12][C@H:13]([F:15])[CH2:14][C@H:9]([NH:8][C:6](=[O:7])[C:5]3[CH:4]=[CH:3][C:2]([NH:1][C:48](=[O:49])/[CH:47]=[CH:43]/[CH2:41][N:37]([CH3:36])[CH3:38])=[CH:34][CH:33]=3)[CH2:10]2)=[N:18][CH:19]=1. The yield is 0.550. (4) The reactants are [C:1]([O:5][C:6]([N:8]1[CH2:26][CH2:25][C:11]2([CH2:14][N:13]([C@H:15]3[C:23]4[C:18](=[CH:19][C:20](Br)=[CH:21][CH:22]=4)[CH2:17][CH2:16]3)[CH2:12]2)[CH2:10][CH2:9]1)=[O:7])([CH3:4])([CH3:3])[CH3:2].C([O-])(=O)C.[K+].Cl[C:33]1[N:38]=[CH:37][C:36]([CH2:39][CH3:40])=[CH:35][N:34]=1.C([O-])([O-])=O.[K+].[K+]. The catalyst is C1C=CC(P(C2C=CC=CC=2)[C-]2C=CC=C2)=CC=1.C1C=CC(P(C2C=CC=CC=2)[C-]2C=CC=C2)=CC=1.Cl[Pd]Cl.[Fe+2].O1CCOCC1. The product is [CH2:39]([C:36]1[CH:35]=[N:34][C:33]([C:20]2[CH:19]=[C:18]3[C:23](=[CH:22][CH:21]=2)[C@H:15]([N:13]2[CH2:14][C:11]4([CH2:25][CH2:26][N:8]([C:6]([O:5][C:1]([CH3:4])([CH3:3])[CH3:2])=[O:7])[CH2:9][CH2:10]4)[CH2:12]2)[CH2:16][CH2:17]3)=[N:38][CH:37]=1)[CH3:40]. The yield is 0.920. (5) The reactants are Cl[C:2]1[N:7]=[C:6]([NH:8][C:9]2[CH:18]=[CH:17][CH:16]=[CH:15][C:10]=2[C:11]([NH:13][CH3:14])=[O:12])[C:5]([CH3:19])=[CH:4][N:3]=1.[CH2:20]([N:22]1[CH2:28][CH2:27][C:26]2[CH:29]=[C:30]([NH2:33])[CH:31]=[CH:32][C:25]=2[CH2:24][CH2:23]1)[CH3:21].Cl. The catalyst is O1CCOCC1.C(O)(C)C. The product is [CH2:20]([N:22]1[CH2:28][CH2:27][C:26]2[CH:29]=[C:30]([NH:33][C:2]3[N:7]=[C:6]([NH:8][C:9]4[CH:18]=[CH:17][CH:16]=[CH:15][C:10]=4[C:11]([NH:13][CH3:14])=[O:12])[C:5]([CH3:19])=[CH:4][N:3]=3)[CH:31]=[CH:32][C:25]=2[CH2:24][CH2:23]1)[CH3:21]. The yield is 0.390. (6) The reactants are C(OC([N:8]([CH2:41][C:42]([O:44]C(C)(C)C)=[O:43])[C:9]1[CH:14]=[CH:13][CH:12]=[C:11]([CH:15]([S:31]([C:34]2[CH:39]=[CH:38][CH:37]=[C:36]([F:40])[CH:35]=2)(=[O:33])=[O:32])[NH:16][CH2:17][C:18]2[CH:23]=[CH:22][C:21]([C:24]([CH3:30])([CH3:29])[CH2:25][CH2:26][CH2:27][CH3:28])=[CH:20][CH:19]=2)[N:10]=1)=O)(C)(C)C.FC(F)(F)C(O)=O. The catalyst is C(Cl)Cl. The product is [F:40][C:36]1[CH:35]=[C:34]([S:31]([CH:15]([NH:16][CH2:17][C:18]2[CH:19]=[CH:20][C:21]([C:24]([CH3:29])([CH3:30])[CH2:25][CH2:26][CH2:27][CH3:28])=[CH:22][CH:23]=2)[C:11]2[N:10]=[C:9]([NH:8][CH2:41][C:42]([OH:44])=[O:43])[CH:14]=[CH:13][CH:12]=2)(=[O:32])=[O:33])[CH:39]=[CH:38][CH:37]=1. The yield is 0.720.